Dataset: Peptide-MHC class II binding affinity with 134,281 pairs from IEDB. Task: Regression. Given a peptide amino acid sequence and an MHC pseudo amino acid sequence, predict their binding affinity value. This is MHC class II binding data. (1) The peptide sequence is EKKYFPATQFEPLAA. The MHC is HLA-DQA10101-DQB10501 with pseudo-sequence HLA-DQA10101-DQB10501. The binding affinity (normalized) is 0.404. (2) The peptide sequence is ERSLWIIFSKNLNIK. The MHC is DRB1_1101 with pseudo-sequence DRB1_1101. The binding affinity (normalized) is 0.729. (3) The peptide sequence is TTGCAEHCSLNENIT. The MHC is DRB1_0901 with pseudo-sequence DRB1_0901. The binding affinity (normalized) is 0.0848. (4) The peptide sequence is TPAAPAGAEPAGKAT. The MHC is HLA-DPA10103-DPB10201 with pseudo-sequence HLA-DPA10103-DPB10201. The binding affinity (normalized) is 0.0433. (5) The peptide sequence is PANDKFTVFEAAFNN. The MHC is HLA-DQA10401-DQB10402 with pseudo-sequence HLA-DQA10401-DQB10402. The binding affinity (normalized) is 0.325. (6) The peptide sequence is PDAEKIVAAVIEKKL. The MHC is HLA-DQA10101-DQB10501 with pseudo-sequence HLA-DQA10101-DQB10501. The binding affinity (normalized) is 0.0932.